Dataset: Full USPTO retrosynthesis dataset with 1.9M reactions from patents (1976-2016). Task: Predict the reactants needed to synthesize the given product. (1) Given the product [C:13]([C:12]1[C:2]([N:21]2[CH2:22][CH2:23][C:18]([CH3:17])([C:24]([OH:26])=[O:25])[CH2:19][CH2:20]2)=[N:3][C:4]([CH3:15])=[C:5]([C:6]([O:8][CH2:9][CH3:10])=[O:7])[CH:11]=1)#[N:14], predict the reactants needed to synthesize it. The reactants are: Cl[C:2]1[C:12]([C:13]#[N:14])=[CH:11][C:5]([C:6]([O:8][CH2:9][CH3:10])=[O:7])=[C:4]([CH3:15])[N:3]=1.Cl.[CH3:17][C:18]1([C:24]([OH:26])=[O:25])[CH2:23][CH2:22][NH:21][CH2:20][CH2:19]1.CCN(C(C)C)C(C)C.CC(O)=O. (2) Given the product [C:4]([O:7][CH2:8][C:9]1[CH:14]=[CH:13][CH:12]=[C:11]([CH:15]=[O:2])[C:10]=1[Br:17])(=[O:6])[CH3:5], predict the reactants needed to synthesize it. The reactants are: C(O)=[O:2].[C:4]([O:7][CH2:8][C:9]1[CH:14]=[CH:13][CH:12]=[C:11]([C:15]#N)[C:10]=1[Br:17])(=[O:6])[CH3:5].